Task: Predict the product of the given reaction.. Dataset: Forward reaction prediction with 1.9M reactions from USPTO patents (1976-2016) (1) Given the reactants OC(C(F)(F)F)=O.[NH2:8][C@@H:9]([CH3:35])[C:10]([NH:12][C@@H:13]([CH2:31][CH:32]1[CH2:34][CH2:33]1)[C:14]([NH:16][C@@H:17]([CH2:24][C:25]1[CH:30]=[CH:29][CH:28]=[CH:27][CH:26]=1)[C:18]([C@@:20]1([CH3:23])[CH2:22][O:21]1)=[O:19])=[O:15])=[O:11].[O:36]1[CH2:41][CH2:40][N:39]([CH2:42][C:43](O)=[O:44])[CH2:38][CH2:37]1.CN(C(ON1N=NC2C=CC=NC1=2)=[N+](C)C)C.F[P-](F)(F)(F)(F)F.CCN(C(C)C)C(C)C, predict the reaction product. The product is: [CH:32]1([CH2:31][C@H:13]([NH:12][C:10](=[O:11])[C@@H:9]([NH:8][C:43](=[O:44])[CH2:42][N:39]2[CH2:40][CH2:41][O:36][CH2:37][CH2:38]2)[CH3:35])[C:14]([NH:16][C@@H:17]([CH2:24][C:25]2[CH:26]=[CH:27][CH:28]=[CH:29][CH:30]=2)[C:18]([C@@:20]2([CH3:23])[CH2:22][O:21]2)=[O:19])=[O:15])[CH2:34][CH2:33]1. (2) Given the reactants Br[C:2]1[CH:7]=[C:6]([F:8])[CH:5]=[CH:4][C:3]=1[N+:9]([O-:11])=[O:10].[NH2:12][C:13]1[C:14]([CH3:23])=[C:15]([CH:20]=[CH:21][CH:22]=1)[C:16]([O:18][CH3:19])=[O:17].C1C=CC(P(C2C(OC3C(P(C4C=CC=CC=4)C4C=CC=CC=4)=CC=CC=3)=CC=CC=2)C2C=CC=CC=2)=CC=1.P([O-])([O-])([O-])=O.[K+].[K+].[K+], predict the reaction product. The product is: [F:8][C:6]1[CH:5]=[CH:4][C:3]([N+:9]([O-:11])=[O:10])=[C:2]([NH:12][C:13]2[C:14]([CH3:23])=[C:15]([CH:20]=[CH:21][CH:22]=2)[C:16]([O:18][CH3:19])=[O:17])[CH:7]=1. (3) Given the reactants [H-].[Na+].[CH2:3]([O:5][C:6]([C:8]1[CH:12]=[C:11]([C:13]([CH3:16])([CH3:15])[CH3:14])[NH:10][N:9]=1)=[O:7])[CH3:4].[CH2:17](Br)[CH3:18], predict the reaction product. The product is: [CH2:3]([O:5][C:6]([C:8]1[N:9]([CH2:17][CH3:18])[N:10]=[C:11]([C:13]([CH3:15])([CH3:14])[CH3:16])[CH:12]=1)=[O:7])[CH3:4]. (4) Given the reactants [CH2:1]([O:3][C:4]([C:6]1[S:10][C:9]([CH3:11])=[N:8][C:7]=1[OH:12])=[O:5])[CH3:2].[C:13]1([CH3:23])[CH:18]=[CH:17][C:16]([S:19](Cl)(=[O:21])=[O:20])=[CH:15][CH:14]=1.C(N(CC)CC)C, predict the reaction product. The product is: [CH2:1]([O:3][C:4]([C:6]1[S:10][C:9]([CH3:11])=[N:8][C:7]=1[O:12][S:19]([C:16]1[CH:17]=[CH:18][C:13]([CH3:23])=[CH:14][CH:15]=1)(=[O:21])=[O:20])=[O:5])[CH3:2]. (5) Given the reactants [Cl:1][C:2]1[CH:3]=[C:4]([C:10]2([C:25]([F:28])([F:27])[F:26])[O:14][N:13]=[C:12]([C:15]3[CH:23]=[CH:22][C:18]([C:19](O)=[O:20])=[C:17]([CH3:24])[CH:16]=3)[CH2:11]2)[CH:5]=[C:6]([Cl:9])[C:7]=1[F:8].CN(C(ON1N=NC2C=CC=NC1=2)=[N+](C)C)C.F[P-](F)(F)(F)(F)F.CCN(C(C)C)C(C)C.[F:62][C:63]([F:73])([F:72])[CH2:64][CH2:65][N:66]1[C:70](=[O:71])[CH2:69][NH:68][CH2:67]1, predict the reaction product. The product is: [Cl:1][C:2]1[CH:3]=[C:4]([C:10]2([C:25]([F:27])([F:28])[F:26])[O:14][N:13]=[C:12]([C:15]3[CH:23]=[CH:22][C:18]([C:19]([N:68]4[CH2:69][C:70](=[O:71])[N:66]([CH2:65][CH2:64][C:63]([F:62])([F:72])[F:73])[CH2:67]4)=[O:20])=[C:17]([CH3:24])[CH:16]=3)[CH2:11]2)[CH:5]=[C:6]([Cl:9])[C:7]=1[F:8]. (6) Given the reactants C1C=C(Cl)C=C(C(OO)=[O:9])C=1.[F:12][C:13]([F:34])([F:33])[C:14]1[CH:15]=[C:16]([C:20]2[N:25]=[CH:24][C:23](/[CH:26]=[CH:27]/[C:28]([O:30][CH2:31][CH3:32])=[O:29])=[CH:22][CH:21]=2)[CH:17]=[CH:18][CH:19]=1, predict the reaction product. The product is: [CH2:31]([O:30][C:28](=[O:29])/[CH:27]=[CH:26]/[C:23]1[CH:22]=[CH:21][C:20]([C:16]2[CH:17]=[CH:18][CH:19]=[C:14]([C:13]([F:33])([F:12])[F:34])[CH:15]=2)=[N+:25]([O-:9])[CH:24]=1)[CH3:32]. (7) Given the reactants [CH3:1][C:2]1[CH:10]=[CH:9][C:5]([C:6](O)=[O:7])=[CH:4][C:3]=1[N:11]1[CH2:25][CH2:24][C:14]2[N:15]=[C:16]([S:19](=O)(=O)NC)[N:17]=[CH:18][C:13]=2[CH2:12]1.[CH:26]([C:29]1[CH:30]=[C:31]([CH:33]=[CH:34][CH:35]=1)[NH2:32])([CH3:28])[CH3:27].[CH3:36]CN(C(C)C)C(C)C.CN(C(ON1N=NC2C=CC=NC1=2)=[N+](C)C)C.F[P-](F)(F)(F)(F)F, predict the reaction product. The product is: [CH:26]([C:29]1[CH:30]=[C:31]([NH:32][C:6](=[O:7])[C:5]2[CH:9]=[CH:10][C:2]([CH3:1])=[C:3]([N:11]3[CH2:25][CH2:24][C:14]4[N:15]=[C:16]([S:19][CH3:36])[N:17]=[CH:18][C:13]=4[CH2:12]3)[CH:4]=2)[CH:33]=[CH:34][CH:35]=1)([CH3:28])[CH3:27]. (8) Given the reactants [C:1]([O:5][C:6]([NH:8][C@H:9]1[CH2:13][C@@:12]([CH2:17][CH3:18])([C:14]([OH:16])=[O:15])[CH:11]=[CH:10]1)=[O:7])([CH3:4])([CH3:3])[CH3:2].[CH2:19](O)C, predict the reaction product. The product is: [C:1]([O:5][C:6]([NH:8][C@H:9]1[CH2:13][C@@:12]([CH2:17][CH3:18])([C:14]([O:16][CH3:19])=[O:15])[CH:11]=[CH:10]1)=[O:7])([CH3:4])([CH3:3])[CH3:2]. (9) Given the reactants Cl.[F:2][C:3]([F:15])([F:14])[C:4]1[CH:5]=[C:6]2[C:11](=[CH:12][CH:13]=1)[CH2:10][NH:9][CH2:8][CH2:7]2.N1C=CC=CC=1.[Cl:22][C:23](Cl)([O:25]C(=O)OC(Cl)(Cl)Cl)Cl, predict the reaction product. The product is: [F:15][C:3]([F:2])([F:14])[C:4]1[CH:5]=[C:6]2[C:11](=[CH:12][CH:13]=1)[CH2:10][N:9]([C:23]([Cl:22])=[O:25])[CH2:8][CH2:7]2.